From a dataset of Forward reaction prediction with 1.9M reactions from USPTO patents (1976-2016). Predict the product of the given reaction. Given the reactants Cl.[F:2][C:3]1[C:4]([CH2:25][NH:26][CH3:27])=[CH:5][N:6]([S:15]([C:18]2[CH:23]=[C:22]([CH3:24])[CH:21]=[CH:20][N:19]=2)(=[O:17])=[O:16])[C:7]=1[C:8]1[C:9]([F:14])=[N:10][CH:11]=[CH:12][CH:13]=1, predict the reaction product. The product is: [F:2][C:3]1[C:4]([CH2:25][NH:26][CH3:27])=[CH:5][N:6]([S:15]([C:18]2[CH:23]=[C:22]([CH3:24])[CH:21]=[CH:20][N:19]=2)(=[O:17])=[O:16])[C:7]=1[C:8]1[C:9]([F:14])=[N:10][CH:11]=[CH:12][CH:13]=1.